From a dataset of Forward reaction prediction with 1.9M reactions from USPTO patents (1976-2016). Predict the product of the given reaction. (1) Given the reactants [Cl:1][C:2]1[C:7](I)=[CH:6][N:5]=[C:4]([S:9][CH3:10])[N:3]=1.OB(O)[C:13]1[CH:18]=[CH:17][CH:16]=[CH:15][CH:14]=1, predict the reaction product. The product is: [Cl:1][C:2]1[C:7]([C:13]2[CH:18]=[CH:17][CH:16]=[CH:15][CH:14]=2)=[CH:6][N:5]=[C:4]([S:9][CH3:10])[N:3]=1. (2) Given the reactants [OH:1][C:2]1[CH:3]=[C:4]([CH:10]=[CH:11][CH:12]=1)[C:5]([O:7][CH2:8][CH3:9])=[O:6].BrC[CH2:15][CH:16]1[O:20][CH2:19][CH2:18][O:17]1.C(=O)([O-])[O-].[K+].[K+].[I-].[Na+], predict the reaction product. The product is: [CH2:8]([O:7][C:5](=[O:6])[C:4]1[CH:10]=[CH:11][CH:12]=[C:2]([O:1][CH2:15][CH:16]2[O:20][CH2:19][CH2:18][O:17]2)[CH:3]=1)[CH3:9]. (3) Given the reactants [F:1][C:2]1[CH:3]=[C:4]([CH:10]=[CH:11][C:12]=1[CH3:13])[C:5]([O:7][CH2:8][CH3:9])=[O:6].[Br:14]N1C(=O)CCC1=O.[C:22]1([P:28]([C:35]2[CH:40]=[CH:39][CH:38]=[CH:37][CH:36]=2)[C:29]2[CH:34]=[CH:33][CH:32]=[CH:31][CH:30]=2)[CH:27]=[CH:26][CH:25]=[CH:24][CH:23]=1, predict the reaction product. The product is: [Br-:14].[CH2:8]([O:7][C:5]([C:4]1[CH:10]=[CH:11][C:12]([CH2:13][P+:28]([C:29]2[CH:30]=[CH:31][CH:32]=[CH:33][CH:34]=2)([C:35]2[CH:40]=[CH:39][CH:38]=[CH:37][CH:36]=2)[C:22]2[CH:23]=[CH:24][CH:25]=[CH:26][CH:27]=2)=[C:2]([F:1])[CH:3]=1)=[O:6])[CH3:9]. (4) Given the reactants [CH3:1][O:2][C:3]1[CH:8]=[CH:7][C:6]([C:9](=[O:22])[CH2:10][N:11]2[C:19](=[O:20])[C:18]3[C:13](=[CH:14][CH:15]=[CH:16][CH:17]=3)[C:12]2=[O:21])=[CH:5][CH:4]=1.[CH2:23](O)[CH2:24][OH:25].C1(C)C=CC(S(O)(=O)=O)=CC=1, predict the reaction product. The product is: [CH3:1][O:2][C:3]1[CH:4]=[CH:5][C:6]([C:9]2([CH2:10][N:11]3[C:19](=[O:20])[C:18]4[C:13](=[CH:14][CH:15]=[CH:16][CH:17]=4)[C:12]3=[O:21])[O:25][CH2:24][CH2:23][O:22]2)=[CH:7][CH:8]=1. (5) Given the reactants FC(F)(F)C([O-])=O.[C:8]([C:10]1[C:23]([N+:24]([O-:26])=[O:25])=[CH:22][CH:21]=[CH:20][C:11]=1[O:12][CH2:13][C@H:14]1[CH2:19][CH2:18][CH2:17][CH2:16][NH2+:15]1)#[N:9].C(N(CC)CC)C.[N:34]1[CH:39]=[CH:38][C:37]([CH2:40][NH:41][C:42](=O)[O:43]C2C=CC([N+]([O-])=O)=CC=2)=[CH:36][CH:35]=1.O, predict the reaction product. The product is: [C:8]([C:10]1[C:23]([N+:24]([O-:26])=[O:25])=[CH:22][CH:21]=[CH:20][C:11]=1[O:12][CH2:13][C@H:14]1[CH2:19][CH2:18][CH2:17][CH2:16][N:15]1[C:42]([NH:41][CH2:40][C:37]1[CH:38]=[CH:39][N:34]=[CH:35][CH:36]=1)=[O:43])#[N:9]. (6) Given the reactants [CH3:1][C:2]1[C:3]2[CH:15]=[CH:14][C:13](=[O:16])[N:12]([C:17]3[CH:29]=[CH:28][C:20]([C:21]([O:23][C:24]([CH3:27])([CH3:26])[CH3:25])=[O:22])=[CH:19][CH:18]=3)[C:4]=2[N:5]=[C:6](S(C)(=O)=O)[N:7]=1.[NH2:30][C:31]1[CH:41]=[CH:40][C:34]([C:35]([O:37][CH2:38][CH3:39])=[O:36])=[CH:33][CH:32]=1, predict the reaction product. The product is: [CH2:38]([O:37][C:35]([C:34]1[CH:40]=[CH:41][C:31]([NH:30][C:6]2[N:7]=[C:2]([CH3:1])[C:3]3[CH:15]=[CH:14][C:13](=[O:16])[N:12]([C:17]4[CH:18]=[CH:19][C:20]([C:21]([O:23][C:24]([CH3:25])([CH3:27])[CH3:26])=[O:22])=[CH:28][CH:29]=4)[C:4]=3[N:5]=2)=[CH:32][CH:33]=1)=[O:36])[CH3:39]. (7) Given the reactants Cl[C:2]1[N:3]=[C:4]2[C:10]3[CH:11]=[CH:12][CH:13]=[CH:14][C:9]=3[NH:8][C:7]3[N:15]=[CH:16][CH:17]=[CH:18][C:6]=3[N:5]2[C:19]=1[C:20]1[CH:25]=[CH:24][C:23]([C:26]2([NH:30][C:31](=[O:37])[O:32][C:33]([CH3:36])([CH3:35])[CH3:34])[CH2:29][CH2:28][CH2:27]2)=[CH:22][CH:21]=1.[CH3:38][S:39]([C:42]1[CH:47]=[CH:46][C:45](B(O)O)=[CH:44][CH:43]=1)(=[O:41])=[O:40].C([O-])([O-])=O.[Na+].[Na+], predict the reaction product. The product is: [C:33]([O:32][C:31](=[O:37])[NH:30][C:26]1([C:23]2[CH:24]=[CH:25][C:20]([C:19]3[N:5]4[C:6]5[CH:18]=[CH:17][CH:16]=[N:15][C:7]=5[NH:8][C:9]5[CH:14]=[CH:13][CH:12]=[CH:11][C:10]=5[C:4]4=[N:3][C:2]=3[C:45]3[CH:46]=[CH:47][C:42]([S:39]([CH3:38])(=[O:41])=[O:40])=[CH:43][CH:44]=3)=[CH:21][CH:22]=2)[CH2:29][CH2:28][CH2:27]1)([CH3:35])([CH3:34])[CH3:36].